Dataset: Forward reaction prediction with 1.9M reactions from USPTO patents (1976-2016). Task: Predict the product of the given reaction. (1) Given the reactants [C:1]([C:3]1[CH:4]=[N:5][C:6]2[C:11]([CH:12]=1)=[CH:10][C:9]([O:13][CH:14]([S:24][CH3:25])[C:15]([NH:17][C:18]([CH2:22][OH:23])([CH3:21])[C:19]#[CH:20])=[O:16])=[CH:8][CH:7]=2)#[CH:2].CC(OI1(OC(C)=O)(OC(C)=O)OC(=O)C2C=CC=CC1=2)=O.C([O-])(O)=O.[Na+].S([O-])([O-])(=O)=S.[Na+].[Na+], predict the reaction product. The product is: [C:1]([C:3]1[CH:4]=[N:5][C:6]2[C:11]([CH:12]=1)=[CH:10][C:9]([O:13][CH:14]([S:24][CH3:25])[C:15]([NH:17][C:18]([CH:22]=[O:23])([CH3:21])[C:19]#[CH:20])=[O:16])=[CH:8][CH:7]=2)#[CH:2]. (2) Given the reactants [NH:1]1[C:5]2[CH:6]=[CH:7][CH:8]=[CH:9][C:4]=2[N:3]=[C:2]1[S:10][CH2:11][C:12]1[CH:17]=[CH:16][CH:15]=[CH:14][C:13]=1[NH2:18].ClC1C=C(C=CC=1)C(OO)=[O:24], predict the reaction product. The product is: [NH:1]1[C:5]2[CH:6]=[CH:7][CH:8]=[CH:9][C:4]=2[N:3]=[C:2]1[S:10]([CH2:11][C:12]1[CH:17]=[CH:16][CH:15]=[CH:14][C:13]=1[NH2:18])=[O:24]. (3) The product is: [C:6]([O:5][C:4]([N:3]([CH2:11][C:12]1[C:17]([CH3:18])=[C:16]([C:19]2[CH:20]=[C:21]3[C:25](=[CH:26][CH:27]=2)[N:24]([CH:28]2[CH2:33][CH2:32][CH2:31][CH2:30][O:29]2)[N:23]=[C:22]3[C:34]2[NH:35][C:36]([C:39]([NH:41][CH:42]3[CH2:90][CH:46]4[N:45]([C:54]([O:53][C:49]([CH3:52])([CH3:51])[CH3:50])=[O:55])[CH:44]([CH2:48][CH2:47]4)[CH2:43]3)=[O:40])=[CH:37][N:38]=2)[CH:15]=[N:14][CH:13]=1)[CH2:1][CH3:2])=[O:10])([CH3:9])([CH3:7])[CH3:8]. Given the reactants [CH2:1]([N:3]([CH2:11][C:12]1[CH:13]=[N:14][CH:15]=[C:16]([C:19]2[CH:20]=[C:21]3[C:25](=[CH:26][CH:27]=2)[N:24]([CH:28]2[CH2:33][CH2:32][CH2:31][CH2:30][O:29]2)[N:23]=[C:22]3[C:34]2[NH:35][C:36]([C:39]([NH:41][CH2:42][C:43]3[CH:44]=[N:45][CH:46]=[CH:47][CH:48]=3)=[O:40])=[CH:37][N:38]=2)[C:17]=1[CH3:18])[C:4](=[O:10])[O:5][C:6]([CH3:9])([CH3:8])[CH3:7])[CH3:2].[C:49]([O:53][C:54](N(CC1C(C)=C(C2C=C3C(=CC=2)N(C2CCCCO2)N=C3C2NC(C(O)=O)=CN=2)C=NC=1)CC)=[O:55])([CH3:52])([CH3:51])[CH3:50].[CH:90](N(C(C)C)CC)(C)C.C(N[C@@]12N(C)[C@@H](CC1)CCC2)(OC(C)(C)C)=O.CN(C(ON1N=NC2C=CC=NC1=2)=[N+](C)C)C.F[P-](F)(F)(F)(F)F, predict the reaction product. (4) Given the reactants [CH3:1][Li].[Si:3]([O:10][CH2:11][C@H:12]1[C@@H:14]([C:15]2[CH:20]=[CH:19][C:18]([C:21]([F:24])([F:23])[F:22])=[CH:17][CH:16]=2)[N:13]1[C:25]([O:27][C:28]([CH3:31])([CH3:30])[CH3:29])=[O:26])([C:6]([CH3:9])([CH3:8])[CH3:7])([CH3:5])[CH3:4].[Cl-].N.[OH-].N, predict the reaction product. The product is: [Si:3]([O:10][CH2:11][C@@H:12]([NH:13][C:25](=[O:26])[O:27][C:28]([CH3:31])([CH3:30])[CH3:29])[C@H:14]([C:15]1[CH:20]=[CH:19][C:18]([C:21]([F:24])([F:23])[F:22])=[CH:17][CH:16]=1)[CH3:1])([C:6]([CH3:9])([CH3:8])[CH3:7])([CH3:5])[CH3:4]. (5) Given the reactants [Br:1][C:2]1[C:11]([F:12])=[CH:10][C:5]([C:6](OC)=[O:7])=[C:4]([N+:13]([O-:15])=[O:14])[CH:3]=1.[H-].C([Al+]CC(C)C)C(C)C.CO.C(C(C(C([O-])=O)O)O)([O-])=O.[Na+].[Na+], predict the reaction product. The product is: [Br:1][C:2]1[C:11]([F:12])=[CH:10][C:5]([CH:6]=[O:7])=[C:4]([N+:13]([O-:15])=[O:14])[CH:3]=1.